From a dataset of Reaction yield outcomes from USPTO patents with 853,638 reactions. Predict the reaction yield, written as a fraction of the theoretical maximum amount of product (1.0 means a 100% yield; for example, 0.34 means a 34% yield). (1) The reactants are [Br:1][C:2]1[CH:3]=[C:4]([CH:7]=[CH:8][C:9]=1[OH:10])[CH:5]=[O:6].C(=O)([O-])[O-].[K+].[K+].[I-].[K+].Br[CH:20]([CH3:22])[CH3:21]. The catalyst is C(OCC)(=O)C.CN(C)C=O. The product is [Br:1][C:2]1[CH:3]=[C:4]([CH:7]=[CH:8][C:9]=1[O:10][CH:20]([CH3:22])[CH3:21])[CH:5]=[O:6]. The yield is 0.590. (2) The reactants are [CH2:1]([O:8][C:9]1[CH:27]=[C:26]([O:28][CH2:29][C:30]2[CH:35]=[CH:34][CH:33]=[CH:32][CH:31]=2)[C:25]([CH:36]([CH3:38])[CH3:37])=[CH:24][C:10]=1[C:11]([NH:13][C:14]1[CH:15]=[C:16]2[C:20](=[CH:21][CH:22]=1)[N:19]([CH3:23])[CH:18]=[CH:17]2)=O)[C:2]1[CH:7]=[CH:6][CH:5]=[CH:4][CH:3]=1.COC1C=CC(P2(SP(C3C=CC(OC)=CC=3)(=S)S2)=[S:48])=CC=1.O.NN. The catalyst is C1(C)C=CC=CC=1. The product is [CH2:1]([O:8][C:9]1[CH:27]=[C:26]([O:28][CH2:29][C:30]2[CH:35]=[CH:34][CH:33]=[CH:32][CH:31]=2)[C:25]([CH:36]([CH3:38])[CH3:37])=[CH:24][C:10]=1[C:11]([NH:13][C:14]1[CH:15]=[C:16]2[C:20](=[CH:21][CH:22]=1)[N:19]([CH3:23])[CH:18]=[CH:17]2)=[S:48])[C:2]1[CH:7]=[CH:6][CH:5]=[CH:4][CH:3]=1. The yield is 0.830. (3) The reactants are [F:1][C:2]([F:16])([F:15])[C:3]1[CH:4]=[C:5]([N:9]2[CH2:13][CH2:12][NH:11][C:10]2=[O:14])[CH:6]=[CH:7][CH:8]=1.[CH2:17]([O:19][C:20](=[O:28])[C:21]1[CH:26]=[CH:25][N:24]=[CH:23][C:22]=1Br)[CH3:18].CN[C@@H]1CCCC[C@H]1NC.P([O-])([O-])([O-])=O.[K+].[K+].[K+]. The catalyst is [Cu](I)I.O1CCOCC1. The product is [CH2:17]([O:19][C:20](=[O:28])[C:21]1[CH:22]=[CH:23][N:24]=[CH:25][C:26]=1[N:11]1[CH2:12][CH2:13][N:9]([C:5]2[CH:6]=[CH:7][CH:8]=[C:3]([C:2]([F:1])([F:15])[F:16])[CH:4]=2)[C:10]1=[O:14])[CH3:18]. The yield is 0.850. (4) The reactants are C[Si](C)(C)[O-].[K+].[C:7]([C:9]1[CH:14]=[CH:13][C:12]([NH:15][C:16]2[O:20][C:19]([C:21]([NH:23][C:24]3[CH:29]=[CH:28][C:27]([C@H:30]4[CH2:35][CH2:34][C@H:33]([CH:36]([CH3:42])[C:37]([O:39]CC)=[O:38])[CH2:32][CH2:31]4)=[CH:26][CH:25]=3)=[O:22])=[N:18][N:17]=2)=[CH:11][CH:10]=1)#[N:8].C(O)(=O)CC(CC(O)=O)(C(O)=O)O. The catalyst is C1COCC1. The product is [C:7]([C:9]1[CH:14]=[CH:13][C:12]([NH:15][C:16]2[O:20][C:19]([C:21]([NH:23][C:24]3[CH:29]=[CH:28][C:27]([C@H:30]4[CH2:35][CH2:34][C@H:33]([CH:36]([CH3:42])[C:37]([OH:39])=[O:38])[CH2:32][CH2:31]4)=[CH:26][CH:25]=3)=[O:22])=[N:18][N:17]=2)=[CH:11][CH:10]=1)#[N:8]. The yield is 0.470. (5) The reactants are [CH3:1][O:2][N:3]([CH3:21])[C:4]([C@H:6]1[CH2:11][CH2:10][C@@H:9]([C:12](=[O:20])[C:13]2[CH:18]=[CH:17][C:16]([Cl:19])=[CH:15][CH:14]=2)[CH2:8][CH2:7]1)=[O:5].[CH2:22]([O:24]C(OCC)OCC)[CH3:23].C(O)CO. The catalyst is C1(C)C=CC=CC=1.O.C1(C)C(S(O)(=O)=O)=CC=CC=1. The product is [CH3:1][O:2][N:3]([CH3:21])[C:4]([C@H:6]1[CH2:7][CH2:8][C@@H:9]([C:12]2([C:13]3[CH:18]=[CH:17][C:16]([Cl:19])=[CH:15][CH:14]=3)[O:24][CH2:22][CH2:23][O:20]2)[CH2:10][CH2:11]1)=[O:5]. The yield is 0.740. (6) The reactants are [C:1]([C:4]1[CH:5]=[C:6]([B:10]([OH:12])[OH:11])[CH:7]=[CH:8][CH:9]=1)([OH:3])=O.C1C=CC2N(O)N=NC=2C=1.CCN=C=NCCCN(C)C.Cl.[CH3:35][C:36]([C:39]([O:41][CH:42]1[CH2:46][CH2:45][CH2:44][CH2:43]1)=[O:40])([CH3:38])[NH2:37]. The catalyst is C(Cl)Cl. The product is [OH:11][B:10]([OH:12])[C:6]1[CH:5]=[C:4]([CH:9]=[CH:8][CH:7]=1)[C:1]([NH:37][C:36]([CH3:38])([C:39]([O:41][CH:42]1[CH2:46][CH2:45][CH2:44][CH2:43]1)=[O:40])[CH3:35])=[O:3]. The yield is 0.900. (7) The reactants are [Br:1][C:2]1[CH:3]=[C:4]2[C:8](=[C:9]([CH2:11][CH3:12])[CH:10]=1)[NH:7][CH:6]=[C:5]2[CH2:13][CH2:14][OH:15].B(F)(F)F.CCOCC.[C:25]([CH2:29][C:30]([O:32][CH2:33][CH3:34])=[O:31])(=O)[CH2:26][CH3:27]. The catalyst is ClCCl. The product is [CH2:33]([O:32][C:30](=[O:31])[CH2:29][C:25]1([CH2:26][CH3:27])[C:6]2[NH:7][C:8]3[C:4]([C:5]=2[CH2:13][CH2:14][O:15]1)=[CH:3][C:2]([Br:1])=[CH:10][C:9]=3[CH2:11][CH3:12])[CH3:34]. The yield is 0.530.